Dataset: TCR-epitope binding with 47,182 pairs between 192 epitopes and 23,139 TCRs. Task: Binary Classification. Given a T-cell receptor sequence (or CDR3 region) and an epitope sequence, predict whether binding occurs between them. (1) The epitope is GVAMPNLYK. The TCR CDR3 sequence is CASSQGLASGELFF. Result: 1 (the TCR binds to the epitope). (2) The epitope is TPRVTGGGAM. The TCR CDR3 sequence is CSVDVIANEQFF. Result: 1 (the TCR binds to the epitope). (3) The epitope is IQYIDIGNY. The TCR CDR3 sequence is CASSQGRLSAEAFF. Result: 0 (the TCR does not bind to the epitope). (4) The epitope is NLVPMVATV. The TCR CDR3 sequence is CASSPDRGYYEQYF. Result: 1 (the TCR binds to the epitope). (5) The epitope is QVPLRPMTYK. The TCR CDR3 sequence is CASSYSGQGAAGELFF. Result: 1 (the TCR binds to the epitope). (6) The epitope is YYRRATRRIR. The TCR CDR3 sequence is CSARGGEGFYEQYF. Result: 0 (the TCR does not bind to the epitope).